Dataset: CYP2C9 inhibition data for predicting drug metabolism from PubChem BioAssay. Task: Regression/Classification. Given a drug SMILES string, predict its absorption, distribution, metabolism, or excretion properties. Task type varies by dataset: regression for continuous measurements (e.g., permeability, clearance, half-life) or binary classification for categorical outcomes (e.g., BBB penetration, CYP inhibition). Dataset: cyp2c9_veith. (1) The compound is COCCNC(=O)CSc1nc2ccc(N3CCOCC3)cc2c(=O)n1Cc1ccc(OC)cc1. The result is 1 (inhibitor). (2) The drug is CC(=O)OC[C@H]1O[C@@H](O/N=C(\C)CCN2CCc3nc(-c4ccccc4)c(-c4ccccc4)cc3C2)[C@H](OC(C)=O)[C@@H](OC(C)=O)[C@H]1OC(C)=O. The result is 0 (non-inhibitor). (3) The drug is COCCn1c(=O)c(CCc2ccccc2)nc2cnc(Oc3cccc(Cl)c3)nc21. The result is 1 (inhibitor). (4) The compound is CS(=O)(=O)N1CCC2(CC1)CN(c1ncccn1)C2. The result is 0 (non-inhibitor). (5) The drug is Cc1cc(C)c(C#N)c(SCC(=O)C(C)(C)C)n1. The result is 0 (non-inhibitor). (6) The compound is O=C(Nc1ncc(Cc2cccc(Cl)c2)s1)c1cccs1. The result is 1 (inhibitor). (7) The molecule is N#Cc1cccc(-c2ccc3ncnc(NCCN4CCOCC4)c3c2)c1. The result is 0 (non-inhibitor). (8) The compound is CCOC(=O)c1cnn(CCOC(=O)C(C)(C)C)c1NC(=O)C(C)(C)C. The result is 0 (non-inhibitor). (9) The compound is C=CC[C@@H]1C=C[C@@H](O/N=C\[C@@H](OC)[C@H](C)/C=C\CC(=O)OC)[C@@H](CO)O1. The result is 0 (non-inhibitor).